From a dataset of Forward reaction prediction with 1.9M reactions from USPTO patents (1976-2016). Predict the product of the given reaction. (1) Given the reactants C(OC([N:8]1[CH2:12][CH2:11][CH2:10][C@@H:9]1[CH2:13][O:14][C:15]1[CH:20]=[CH:19][C:18]([O:21][C:22]2[CH:27]=[CH:26][C:25]([C:28]3[S:29][CH:30]=[CH:31][N:32]=3)=[CH:24][CH:23]=2)=[CH:17][CH:16]=1)=O)(C)(C)C.[ClH:33], predict the reaction product. The product is: [ClH:33].[NH:8]1[CH2:12][CH2:11][CH2:10][C@@H:9]1[CH2:13][O:14][C:15]1[CH:20]=[CH:19][C:18]([O:21][C:22]2[CH:27]=[CH:26][C:25]([C:28]3[S:29][CH:30]=[CH:31][N:32]=3)=[CH:24][CH:23]=2)=[CH:17][CH:16]=1. (2) Given the reactants C(OC(=O)[NH:7][C:8]1[CH:13]=[C:12]([C:14]#[N:15])[CH:11]=[C:10]([C:16]([N:18]2[CH2:22][CH:21]([N:23]3[CH2:28][CH2:27][N:26]([CH3:29])[CH2:25][CH2:24]3)[CH:20]([O:30][Si:31]([C:34]([CH3:37])([CH3:36])[CH3:35])([CH3:33])[CH3:32])[CH2:19]2)=[O:17])[C:9]=1[Cl:38])(C)(C)C.C(O)(C(F)(F)F)=O, predict the reaction product. The product is: [NH2:7][C:8]1[CH:13]=[C:12]([CH:11]=[C:10]([C:16]([N:18]2[CH2:22][CH:21]([N:23]3[CH2:24][CH2:25][N:26]([CH3:29])[CH2:27][CH2:28]3)[CH:20]([O:30][Si:31]([C:34]([CH3:37])([CH3:36])[CH3:35])([CH3:33])[CH3:32])[CH2:19]2)=[O:17])[C:9]=1[Cl:38])[C:14]#[N:15]. (3) Given the reactants C(OC(=O)[NH:7][CH:8]1[CH2:12][CH2:11][CH:10]([NH:13][C:14]([C:16]2[C:24]3[C:19](=[N:20][CH:21]=[C:22]([C:25]4[C:33]5[C:28](=[CH:29][C:30]([Cl:34])=[CH:31][CH:32]=5)[N:27]([CH3:35])[N:26]=4)[N:23]=3)[N:18](COCC[Si](C)(C)C)[CH:17]=2)=[O:15])[CH2:9]1)(C)(C)C.FC(F)(F)C(O)=O.C(N)CN, predict the reaction product. The product is: [NH2:7][CH:8]1[CH2:12][CH2:11][CH:10]([NH:13][C:14]([C:16]2[C:24]3[C:19](=[N:20][CH:21]=[C:22]([C:25]4[C:33]5[C:28](=[CH:29][C:30]([Cl:34])=[CH:31][CH:32]=5)[N:27]([CH3:35])[N:26]=4)[N:23]=3)[NH:18][CH:17]=2)=[O:15])[CH2:9]1. (4) Given the reactants [CH2:1]([C:3]1[CH:8]=[C:7](B2OC(C)(C)C(C)(C)O2)[CH:6]=[CH:5][C:4]=1[S:18]([NH:21][C@H:22]1[CH2:27][CH2:26][CH2:25][C@@H:24]([N:28]2[CH:32]=[N:31][N:30]=[CH:29]2)[CH2:23]1)(=[O:20])=[O:19])[CH3:2].Br[C:34]1[C:35]2[N:36]([CH:40]=[CH:41][N:42]=2)[CH:37]=[CH:38][CH:39]=1.C(=O)([O-])[O-].[Na+].[Na+].O, predict the reaction product. The product is: [CH2:1]([C:3]1[CH:8]=[C:7]([C:34]2[C:35]3[N:36]([CH:40]=[CH:41][N:42]=3)[CH:37]=[CH:38][CH:39]=2)[CH:6]=[CH:5][C:4]=1[S:18]([NH:21][C@H:22]1[CH2:27][CH2:26][CH2:25][C@@H:24]([N:28]2[CH:29]=[N:30][N:31]=[CH:32]2)[CH2:23]1)(=[O:19])=[O:20])[CH3:2].